This data is from Full USPTO retrosynthesis dataset with 1.9M reactions from patents (1976-2016). The task is: Predict the reactants needed to synthesize the given product. (1) The reactants are: [C:1]([C:3]1[C:4]([N:17]2[CH2:22][CH2:21][CH:20]([C:23]([OH:25])=O)[CH2:19][CH2:18]2)=[N:5][C:6]([CH:14]([F:16])[F:15])=[C:7]([C:9]([O:11][CH2:12][CH3:13])=[O:10])[CH:8]=1)#[N:2].[CH3:26][C:27]1[CH:32]=[CH:31][C:30]([CH2:33][S:34]([NH2:37])(=[O:36])=[O:35])=[CH:29][CH:28]=1. Given the product [C:1]([C:3]1[C:4]([N:17]2[CH2:18][CH2:19][CH:20]([C:23]([NH:37][S:34]([CH2:33][C:30]3[CH:31]=[CH:32][C:27]([CH3:26])=[CH:28][CH:29]=3)(=[O:35])=[O:36])=[O:25])[CH2:21][CH2:22]2)=[N:5][C:6]([CH:14]([F:16])[F:15])=[C:7]([CH:8]=1)[C:9]([O:11][CH2:12][CH3:13])=[O:10])#[N:2], predict the reactants needed to synthesize it. (2) Given the product [Cl:1][C:2]1[CH:10]=[CH:9][C:8]([C:24]2[C:25]([C@@H:36]([NH:46][C:47](=[O:53])[O:48][C:49]([CH3:52])([CH3:51])[CH3:50])[CH2:37][C:38]3[CH:43]=[C:42]([F:44])[CH:41]=[C:40]([F:45])[CH:39]=3)=[N:26][C:27]([C:30]#[C:31][C:32]([OH:35])([CH3:33])[CH3:34])=[CH:28][CH:29]=2)=[C:7]2[C:3]=1[C:4]([NH:15][S:16]([C:19]([F:22])([F:21])[F:20])(=[O:18])=[O:17])=[N:5][N:6]2[CH3:14], predict the reactants needed to synthesize it. The reactants are: [Cl:1][C:2]1[CH:10]=[CH:9][C:8](B(O)O)=[C:7]2[C:3]=1[C:4]([NH:15][S:16]([C:19]([F:22])([F:21])[F:20])(=[O:18])=[O:17])=[N:5][N:6]2[CH3:14].Br[C:24]1[C:25]([C@@H:36]([NH:46][C:47](=[O:53])[O:48][C:49]([CH3:52])([CH3:51])[CH3:50])[CH2:37][C:38]2[CH:43]=[C:42]([F:44])[CH:41]=[C:40]([F:45])[CH:39]=2)=[N:26][C:27]([C:30]#[C:31][C:32]([OH:35])([CH3:34])[CH3:33])=[CH:28][CH:29]=1. (3) Given the product [CH3:48][N:47]([CH3:49])[C:46]([NH:45][C:42]1[CH:41]=[CH:40][C:39]([C:33]2[C:32]([C:2]3[CH:7]=[CH:6][N:5]=[C:4]4[N:8]([S:22]([C:25]5[CH:26]=[CH:27][CH:28]=[CH:29][CH:30]=5)(=[O:24])=[O:23])[C:9]([C:11]5[CH:12]=[C:13]([NH:17][S:18]([CH3:21])(=[O:20])=[O:19])[CH:14]=[CH:15][CH:16]=5)=[CH:10][C:3]=34)=[CH:36][N:35]([CH2:37][CH3:38])[N:34]=2)=[CH:44][CH:43]=1)=[O:50], predict the reactants needed to synthesize it. The reactants are: Br[C:2]1[CH:7]=[CH:6][N:5]=[C:4]2[N:8]([S:22]([C:25]3[CH:30]=[CH:29][CH:28]=[CH:27][CH:26]=3)(=[O:24])=[O:23])[C:9]([C:11]3[CH:12]=[C:13]([NH:17][S:18]([CH3:21])(=[O:20])=[O:19])[CH:14]=[CH:15][CH:16]=3)=[CH:10][C:3]=12.Br[C:32]1[C:33]([C:39]2[CH:44]=[CH:43][C:42]([NH:45][C:46](=[O:50])[N:47]([CH3:49])[CH3:48])=[CH:41][CH:40]=2)=[N:34][N:35]([CH2:37][CH3:38])[CH:36]=1. (4) Given the product [OH:45][NH:44][C:4](=[O:3])[CH2:5][CH2:6][CH2:7][CH2:8][CH2:9][C:30](=[O:31])[C:29]1[CH:33]=[CH:34][C:26]([O:25][CH3:24])=[CH:27][CH:28]=1, predict the reactants needed to synthesize it. The reactants are: C([O:3][C:4](=O)[CH2:5][CH2:6][CH2:7][CH2:8][CH2:9]I)C.C(OC(=O)CCCCCCI)C.[CH3:24][O:25][C:26]1[CH:34]=[CH:33][C:29]([C:30](Cl)=[O:31])=[CH:28][CH:27]=1.C(Cl)(=O)C1C=CC=CC=1.[NH2:44][OH:45].Cl.